This data is from Full USPTO retrosynthesis dataset with 1.9M reactions from patents (1976-2016). The task is: Predict the reactants needed to synthesize the given product. (1) Given the product [CH:16]([C:15]1[CH:18]=[C:19]([C:22]([F:23])([F:24])[F:25])[CH:20]=[CH:21][C:14]=1[O:1][C:2]1[CH:3]=[C:4]([CH:8]([CH3:12])[C:9]([OH:11])=[O:10])[CH:5]=[CH:6][CH:7]=1)=[O:17], predict the reactants needed to synthesize it. The reactants are: [OH:1][C:2]1[CH:3]=[C:4]([CH:8]([CH3:12])[C:9]([OH:11])=[O:10])[CH:5]=[CH:6][CH:7]=1.F[C:14]1[CH:21]=[CH:20][C:19]([C:22]([F:25])([F:24])[F:23])=[CH:18][C:15]=1[CH:16]=[O:17].C(=O)([O-])[O-].[K+].[K+]. (2) Given the product [C:14]([C:13]1[CH:16]=[C:17]([C:20]2[O:24][N:23]=[C:22]([C:25]3[CH:26]=[C:27]4[C:32](=[CH:33][CH:34]=3)[CH2:31][N:30]([CH2:42][C:43]([O:45][C:46]([CH3:49])([CH3:48])[CH3:47])=[O:44])[CH2:29][CH2:28]4)[N:21]=2)[CH:18]=[CH:19][C:12]=1[O:11][CH:9]([CH3:8])[CH3:10])#[N:15], predict the reactants needed to synthesize it. The reactants are: FC(F)(F)C(O)=O.[CH3:8][CH:9]([O:11][C:12]1[CH:19]=[CH:18][C:17]([C:20]2[O:24][N:23]=[C:22]([C:25]3[CH:26]=[C:27]4[C:32](=[CH:33][CH:34]=3)[CH2:31][NH:30][CH2:29][CH2:28]4)[N:21]=2)=[CH:16][C:13]=1[C:14]#[N:15])[CH3:10].C(=O)([O-])[O-].[K+].[K+].Br[CH2:42][C:43]([O:45][C:46]([CH3:49])([CH3:48])[CH3:47])=[O:44]. (3) Given the product [NH2:15][C:10]1[O:11][CH2:12][C@H:13]([F:14])[C@:8]([C:6]2[CH:7]=[C:2]([NH:1][C:28]([C:25]3[CH:24]=[CH:23][C:22]([O:21][CH2:20][C:19]([F:34])([F:18])[CH:31]([F:33])[F:32])=[CH:27][N:26]=3)=[O:29])[CH:3]=[CH:4][C:5]=2[F:17])([CH3:16])[N:9]=1, predict the reactants needed to synthesize it. The reactants are: [NH2:1][C:2]1[CH:3]=[CH:4][C:5]([F:17])=[C:6]([C@:8]2([CH3:16])[C@@H:13]([F:14])[CH2:12][O:11][C:10]([NH2:15])=[N:9]2)[CH:7]=1.[F:18][C:19]([F:34])([CH:31]([F:33])[F:32])[CH2:20][O:21][C:22]1[CH:23]=[CH:24][C:25]([C:28](O)=[O:29])=[N:26][CH:27]=1.